This data is from HIV replication inhibition screening data with 41,000+ compounds from the AIDS Antiviral Screen. The task is: Binary Classification. Given a drug SMILES string, predict its activity (active/inactive) in a high-throughput screening assay against a specified biological target. (1) The result is 0 (inactive). The compound is NC(Cc1ccc(CP(=O)(O)O)cc1)C(=O)O. (2) The compound is CCOC(=O)C(C=O)=[N+]1c2ccccc2N(C)[C-]1C. The result is 0 (inactive). (3) The molecule is O=C1Cc2cn[nH]c2-c2ccccc2N1. The result is 0 (inactive). (4) The compound is CSc1ccc(C2OC(=O)c3c2ccc2ccccc32)c(C)c1. The result is 0 (inactive). (5) The drug is O=S1c2ccccc2-c2ccccc21. The result is 0 (inactive).